Predict the reactants needed to synthesize the given product. From a dataset of Full USPTO retrosynthesis dataset with 1.9M reactions from patents (1976-2016). (1) Given the product [O:26]1[CH:30]=[CH:29][CH:28]=[C:27]1[CH2:31][N:32]([CH2:33][C:34]1[CH:39]=[CH:38][C:37]([S:40][C:41]([CH3:50])([CH3:49])[C:42]([O:44][C:45]([CH3:48])([CH3:47])[CH3:46])=[O:43])=[CH:36][CH:35]=1)[CH2:2][C:3]1[N:7]=[C:6]([C:8]2[CH:13]=[CH:12][C:11]([O:14][CH3:15])=[CH:10][CH:9]=2)[O:5][N:4]=1, predict the reactants needed to synthesize it. The reactants are: Cl[CH2:2][C:3]1[N:7]=[C:6]([C:8]2[CH:13]=[CH:12][C:11]([O:14][CH3:15])=[CH:10][CH:9]=2)[O:5][N:4]=1.C(N(CC)C(C)C)(C)C.Cl.[O:26]1[CH:30]=[CH:29][CH:28]=[C:27]1[CH2:31][NH:32][CH2:33][C:34]1[CH:39]=[CH:38][C:37]([S:40][C:41]([CH3:50])([CH3:49])[C:42]([O:44][C:45]([CH3:48])([CH3:47])[CH3:46])=[O:43])=[CH:36][CH:35]=1. (2) Given the product [Cl:41][C:38]1[CH:39]=[CH:40][C:32]([CH:30]=[CH:2][O:3][CH3:4])=[C:33]([CH:37]=1)[C:34]([OH:36])=[O:35], predict the reactants needed to synthesize it. The reactants are: [Cl-].[CH3:2][O:3][CH2:4][P+](C1C=CC=CC=1)(C1C=CC=CC=1)C1C=CC=CC=1.CC(C)([O-])C.[K+].[CH:30]([C:32]1[CH:40]=[CH:39][C:38]([Cl:41])=[CH:37][C:33]=1[C:34]([OH:36])=[O:35])=O. (3) Given the product [OH:8][C:5]1[CH:6]=[CH:7][C:2]([Cl:1])=[CH:3][C:4]=1[S:10]([Cl:9])(=[O:12])=[O:11], predict the reactants needed to synthesize it. The reactants are: [Cl:1][C:2]1[CH:7]=[CH:6][C:5]([OH:8])=[CH:4][CH:3]=1.[Cl:9][S:10](O)(=[O:12])=[O:11]. (4) Given the product [ClH:1].[NH2:8][CH:9]([CH2:12][C:13]1[CH:18]=[CH:17][C:16]([O:19][CH2:20][C:21]2[CH:26]=[CH:25][CH:24]=[CH:23][CH:22]=2)=[CH:15][CH:14]=1)[CH2:10][OH:11], predict the reactants needed to synthesize it. The reactants are: [ClH:1].C(OC(=O)[NH:8][CH:9]([CH2:12][C:13]1[CH:18]=[CH:17][C:16]([O:19][CH2:20][C:21]2[CH:26]=[CH:25][CH:24]=[CH:23][CH:22]=2)=[CH:15][CH:14]=1)[CH2:10][OH:11])(C)(C)C. (5) Given the product [C:1]([O:5][C:6]([NH:8][CH2:9][C:10]1[C:11]([CH2:30][CH:31]([CH3:32])[CH3:33])=[N:12][C:13]2[C:18]([C:19]=1[C:20]1[CH:21]=[CH:22][C:23]([CH3:26])=[CH:24][CH:25]=1)=[CH:17][C:16]([NH:53][C:56](=[O:41])[O:72][CH2:71][CH:69]1[C:70]3[CH:58]=[CH:59][CH:60]=[CH:61][C:62]=3[C:63]3[C:68]1=[CH:67][CH:66]=[CH:65][CH:64]=3)=[CH:15][CH:14]=2)=[O:7])([CH3:3])([CH3:2])[CH3:4], predict the reactants needed to synthesize it. The reactants are: [C:1]([O:5][C:6]([NH:8][CH2:9][C:10]1[C:11]([CH2:30][CH:31]([CH3:33])[CH3:32])=[N:12][C:13]2[C:18]([C:19]=1[C:20]1[CH:25]=[CH:24][C:23]([CH3:26])=[CH:22][CH:21]=1)=[CH:17][C:16](C(O)=O)=[CH:15][CH:14]=2)=[O:7])([CH3:4])([CH3:3])[CH3:2].C1(P(N=[N+]=[N-])(C2C=CC=CC=2)=[O:41])C=CC=CC=1.C([N:53]([CH2:56]C)CC)C.[CH:58]1[C:70]2[CH:69]([CH2:71][OH:72])[C:68]3[C:63](=[CH:64][CH:65]=[CH:66][CH:67]=3)[C:62]=2[CH:61]=[CH:60][CH:59]=1.